From a dataset of Full USPTO retrosynthesis dataset with 1.9M reactions from patents (1976-2016). Predict the reactants needed to synthesize the given product. (1) Given the product [C:1]([O:5][C:6]([NH:8][C@:9]([C:18]1[O:22][C:21]([C:23]2[CH:24]=[C:25]([CH:29]=[C:30]([N:32]([CH3:37])[S:41]([CH:38]([CH3:40])[CH3:39])(=[O:43])=[O:42])[CH:31]=2)[C:26]([OH:28])=[O:27])=[N:20][N:19]=1)([CH3:17])[CH2:10][C:11]1[CH:12]=[CH:13][CH:14]=[CH:15][CH:16]=1)=[O:7])([CH3:4])([CH3:2])[CH3:3], predict the reactants needed to synthesize it. The reactants are: [C:1]([O:5][C:6]([NH:8][C:9]([C:18]1[O:22][C:21]([C:23]2[CH:24]=[C:25]([CH:29]=[C:30]([N:32]([CH3:37])S(C)(=O)=O)[CH:31]=2)[C:26]([OH:28])=[O:27])=[N:20][N:19]=1)([CH3:17])[CH2:10][C:11]1[CH:16]=[CH:15][CH:14]=[CH:13][CH:12]=1)=[O:7])([CH3:4])([CH3:3])[CH3:2].[CH:38]([S:41](Cl)(=[O:43])=[O:42])([CH3:40])[CH3:39]. (2) Given the product [NH2:25][C:14]1[CH:13]=[C:12]([C:10]2[CH:9]=[CH:8][C:7]3[O:3][CH2:4][O:5][C:6]=3[CH:11]=2)[CH:24]=[CH:23][C:15]=1[C:16]([O:18][C:19]([CH3:22])([CH3:21])[CH3:20])=[O:17], predict the reactants needed to synthesize it. The reactants are: CO.[O:3]1[C:7]2[CH:8]=[CH:9][C:10]([C:12]3[CH:24]=[CH:23][C:15]([C:16]([O:18][C:19]([CH3:22])([CH3:21])[CH3:20])=[O:17])=[C:14]([N+:25]([O-])=O)[CH:13]=3)=[CH:11][C:6]=2[O:5][CH2:4]1. (3) Given the product [O:21]=[C:8]1[N:7]([C:1]2[CH:2]=[CH:3][CH:4]=[CH:5][CH:6]=2)[CH2:11][C@@H:10]([CH2:12][CH2:13][CH3:14])[N:9]1[CH:15]1[CH2:20][CH2:19][N:18]([CH:23]([CH3:37])[CH2:24][CH2:25][N:26]2[C:34](=[O:35])[C:33]3[C:28](=[CH:29][CH:30]=[CH:31][CH:32]=3)[C:27]2=[O:36])[CH2:17][CH2:16]1, predict the reactants needed to synthesize it. The reactants are: [C:1]1([N:7]2[CH2:11][C@@H:10]([CH2:12][CH2:13][CH3:14])[N:9]([CH:15]3[CH2:20][CH2:19][NH:18][CH2:17][CH2:16]3)[C:8]2=[O:21])[CH:6]=[CH:5][CH:4]=[CH:3][CH:2]=1.O=[C:23]([CH3:37])[CH2:24][CH2:25][N:26]1[C:34](=[O:35])[C:33]2[C:28](=[CH:29][CH:30]=[CH:31][CH:32]=2)[C:27]1=[O:36].[BH3-]C#N.[Na+].